Dataset: Reaction yield outcomes from USPTO patents with 853,638 reactions. Task: Predict the reaction yield, written as a fraction of the theoretical maximum amount of product (1.0 means a 100% yield; for example, 0.34 means a 34% yield). (1) The reactants are [NH2:1][C:2]1[CH:3]=[CH:4][C:5]([N:12]2[CH2:17][CH2:16][O:15][CH2:14][CH2:13]2)=[C:6]([CH:11]=1)[C:7](OC)=[O:8].[H-].[Al+3].[Li+].[H-].[H-].[H-].O.[OH-].[Na+]. The catalyst is O1CCCC1. The product is [NH2:1][C:2]1[CH:3]=[CH:4][C:5]([N:12]2[CH2:17][CH2:16][O:15][CH2:14][CH2:13]2)=[C:6]([CH2:7][OH:8])[CH:11]=1. The yield is 0.863. (2) The reactants are Br[C:2]1[CH:3]=[N:4][CH:5]=[C:6]2[C:11]=1[N:10]=[C:9]([C:12]([NH2:14])=[O:13])[CH:8]=[CH:7]2.[CH3:15][S:16]([C:19]1[CH:24]=[CH:23][CH:22]=[CH:21][C:20]=1B(O)O)(=[O:18])=[O:17].C(=O)([O-])[O-].[Cs+].[Cs+]. The catalyst is O1CCOCC1.O.C1(P([C-]2C=CC=C2)C2C=CC=CC=2)C=CC=CC=1.[C-]1(P(C2C=CC=CC=2)C2C=CC=CC=2)C=CC=C1.[Fe+2].[Pd](Cl)Cl. The product is [CH3:15][S:16]([C:19]1[CH:24]=[CH:23][CH:22]=[CH:21][C:20]=1[C:2]1[CH:3]=[N:4][CH:5]=[C:6]2[C:11]=1[N:10]=[C:9]([C:12]([NH2:14])=[O:13])[CH:8]=[CH:7]2)(=[O:18])=[O:17]. The yield is 0.790. (3) The reactants are Cl[C:2](Cl)(Cl)[C:3]#[N:4].C1CCN2C(=NCCC2)CC1.C(C1C=CC(CC2C=CC(NC(=O)OCC3C=CC=CC=3)=CC=2O)=CC=1)C.C([O:53][C@@H:54]1[C@@H:86]([O:87]C(=O)C2C=CC=CC=2)[C@H:85]([O:96]C(=O)C2C=CC=CC=2)[C@@H:84]([C@@H:105]([CH3:115])[O:106]C(=O)C2C=CC=CC=2)[O:83][C@H:55]1[O:56][C:57]1[CH:62]=C(NC(OCC2C=CC=CC=2)=O)C=[CH:59][C:58]=1[CH2:74][C:75]1[CH:80]=[CH:79][C:78]([CH2:81][CH3:82])=[CH:77][CH:76]=1)(=O)C1C=CC=CC=1.C(O[C@@H]1[C@@H](OC(=O)C2C=CC=CC=2)[C@H](OC(=O)C2C=CC=CC=2)[C@@H]([C@@H](C)OC(=O)C2C=CC=CC=2)O[C@H]1OC1C=C(N)C=CC=1CC1C=CC(CC)=CC=1)(=O)C1C=CC=CC=1.C(=O)([O-])[O-].[K+].[K+]. The catalyst is [Pd].CO.C(Cl)Cl.O1CCCC1. The product is [O:56]([C:57]1[CH:62]=[C:3]([NH2:4])[CH:2]=[CH:59][C:58]=1[CH2:74][C:75]1[CH:76]=[CH:77][C:78]([CH2:81][CH3:82])=[CH:79][CH:80]=1)[C@@H:55]1[O:83][C@H:84]([C@@H:105]([CH3:115])[OH:106])[C@@H:85]([OH:96])[C@H:86]([OH:87])[C@H:54]1[OH:53]. The yield is 0.0900.